This data is from Reaction yield outcomes from USPTO patents with 853,638 reactions. The task is: Predict the reaction yield, written as a fraction of the theoretical maximum amount of product (1.0 means a 100% yield; for example, 0.34 means a 34% yield). (1) The reactants are [NH2:1][C:2]1[C:11]2[CH2:10][CH2:9][CH2:8][CH2:7][C:6]=2[CH:5]=[CH:4][C:3]=1[NH:12][C:13]1[CH:14]=[C:15]([CH:18]=[CH:19][CH:20]=1)[C:16]#[N:17].[C:21](Cl)(=[O:26])[CH2:22][C:23](Cl)=[O:24]. The catalyst is O1CCCC1. The product is [C:16]([C:15]1[CH:14]=[C:13]([N:12]2[C:23](=[O:24])[CH2:22][C:21](=[O:26])[NH:1][C:2]3[C:11]4[CH2:10][CH2:9][CH2:8][CH2:7][C:6]=4[CH:5]=[CH:4][C:3]2=3)[CH:20]=[CH:19][CH:18]=1)#[N:17]. The yield is 0.350. (2) The reactants are [CH2:1]([O:3][C:4](=[O:35])[NH:5][C:6]1[N:15]([CH2:16][C:17]2[CH:22]=[CH:21][C:20]([O:23][CH2:24][C:25]3[CH:30]=[CH:29][C:28]([O:31][CH3:32])=[CH:27][CH:26]=3)=[C:19]([O:33][CH3:34])[CH:18]=2)[C:9]2=[N:10][CH:11]=[C:12](I)[CH:13]=[C:8]2[N:7]=1)[CH3:2].[CH3:36][N:37]1[CH:41]=[C:40](B2OC(C)(C)C(C)(C)O2)[CH:39]=[N:38]1. The catalyst is CN(C)C=O.C(=O)([O-])[O-].[Na+].[Na+].C1C=CC(P(C2C=CC=CC=2)[C-]2C=CC=C2)=CC=1.C1C=CC(P(C2C=CC=CC=2)[C-]2C=CC=C2)=CC=1.[Cl-].[Cl-].[Fe+2].[Pd+2]. The product is [CH2:1]([O:3][C:4](=[O:35])[NH:5][C:6]1[N:15]([CH2:16][C:17]2[CH:22]=[CH:21][C:20]([O:23][CH2:24][C:25]3[CH:30]=[CH:29][C:28]([O:31][CH3:32])=[CH:27][CH:26]=3)=[C:19]([O:33][CH3:34])[CH:18]=2)[C:9]2=[N:10][CH:11]=[C:12]([C:40]3[CH:39]=[N:38][N:37]([CH3:36])[CH:41]=3)[CH:13]=[C:8]2[N:7]=1)[CH3:2]. The yield is 0.230. (3) The reactants are [NH2:1][C:2]1[CH:3]=[CH:4][C:5]([C:8]#[N:9])=[N:6][CH:7]=1.[Cl:10][C:11]1[CH:12]=[C:13]([CH:16]=[CH:17][C:18]=1[F:19])[CH:14]=O. The catalyst is C1(C)C=CC=CC=1.C1(C)C=CC(S(O)(=O)=O)=CC=1. The product is [Cl:10][C:11]1[CH:12]=[C:13]([CH:16]=[CH:17][C:18]=1[F:19])[CH:14]=[N:1][C:2]1[CH:3]=[CH:4][C:5]([C:8]#[N:9])=[N:6][CH:7]=1. The yield is 0.936. (4) The reactants are [CH2:1]([C:4]1[CH:13]=[CH:12][CH:11]=[C:10]2[C:5]=1[CH:6]=[CH:7][C:8](=O)[NH:9]2)[CH:2]=[CH2:3].COC1C=CC(P2(SP(C3C=CC(OC)=CC=3)(=S)S2)=[S:24])=CC=1. The catalyst is C1(C)C=CC=CC=1. The yield is 0.800. The product is [CH2:1]([C:4]1[CH:13]=[CH:12][CH:11]=[C:10]2[C:5]=1[CH:6]=[CH:7][C:8](=[S:24])[NH:9]2)[CH:2]=[CH2:3]. (5) The reactants are Cl[C:2]1[C:11]2[C:6](=[CH:7][C:8]([O:13][CH3:14])=[C:9]([F:12])[CH:10]=2)[C:5]([O:15][CH3:16])=[CH:4][N:3]=1.[F-:17].[Cs+]. The catalyst is CS(C)=O.O. The product is [F:17][C:2]1[C:11]2[C:6](=[CH:7][C:8]([O:13][CH3:14])=[C:9]([F:12])[CH:10]=2)[C:5]([O:15][CH3:16])=[CH:4][N:3]=1. The yield is 0.255. (6) The reactants are [CH3:1][O:2][C:3](=[O:29])[NH:4][C:5]1[S:6][C:7]2[C:13]([C:14]3[N:15]=[C:16]([NH:19]C(OC(C)(C)C)=O)[NH:17][CH:18]=3)=[CH:12][CH:11]=[C:10]([O:27][CH3:28])[C:8]=2[N:9]=1. The catalyst is Cl.CO. The product is [CH3:1][O:2][C:3](=[O:29])[NH:4][C:5]1[S:6][C:7]2[C:13]([C:14]3[N:15]=[C:16]([NH2:19])[NH:17][CH:18]=3)=[CH:12][CH:11]=[C:10]([O:27][CH3:28])[C:8]=2[N:9]=1. The yield is 0.160. (7) The reactants are [F:1][C:2]([F:6])([F:5])[CH2:3][OH:4].[Br:7][C:8]1[CH:9]=[N:10][CH:11]=[C:12](Br)[CH:13]=1. No catalyst specified. The product is [Br:7][C:8]1[CH:9]=[N:10][CH:11]=[C:12]([O:4][CH2:3][C:2]([F:6])([F:5])[F:1])[CH:13]=1. The yield is 0.700. (8) The reactants are [C:1]([N:4]1[CH2:9][CH2:8][N:7]([CH2:10][CH2:11][CH2:12][O:13][C:14]2[CH:19]=[CH:18][C:17]([C:20]3[CH2:25][CH2:24][N:23](C(OCC4C=CC=CC=4)=O)[CH2:22][CH:21]=3)=[CH:16][CH:15]=2)[CH2:6][CH2:5]1)(=[O:3])[CH3:2]. The catalyst is [Pd].C(O)(C)C.CO.C(Cl)Cl. The product is [NH3:4].[C:1]([N:4]1[CH2:9][CH2:8][N:7]([CH2:10][CH2:11][CH2:12][O:13][C:14]2[CH:15]=[CH:16][C:17]([CH:20]3[CH2:25][CH2:24][NH:23][CH2:22][CH2:21]3)=[CH:18][CH:19]=2)[CH2:6][CH2:5]1)(=[O:3])[CH3:2]. The yield is 0.100. (9) The product is [F:1][C:2]1[CH:7]=[CH:6][C:5]([OH:8])=[N:4][C:3]=1[NH:10][CH2:11][C:12]1[CH:17]=[CH:16][CH:15]=[C:14]([F:18])[CH:13]=1. The yield is 0.640. The reactants are [F:1][C:2]1[C:3]([NH:10][CH2:11][C:12]2[CH:17]=[CH:16][CH:15]=[C:14]([F:18])[CH:13]=2)=[N:4][C:5]([O:8]C)=[CH:6][CH:7]=1.[I-].[Na+].C[Si](Cl)(C)C.CO. The catalyst is CC#N.